Dataset: NCI-60 drug combinations with 297,098 pairs across 59 cell lines. Task: Regression. Given two drug SMILES strings and cell line genomic features, predict the synergy score measuring deviation from expected non-interaction effect. (1) Drug 1: C1CC(C1)(C(=O)O)C(=O)O.[NH2-].[NH2-].[Pt+2]. Drug 2: C1=CC=C(C=C1)NC(=O)CCCCCCC(=O)NO. Cell line: OVCAR3. Synergy scores: CSS=47.5, Synergy_ZIP=-1.40, Synergy_Bliss=0.862, Synergy_Loewe=-6.61, Synergy_HSA=-1.15. (2) Drug 1: CCCCCOC(=O)NC1=NC(=O)N(C=C1F)C2C(C(C(O2)C)O)O. Drug 2: CC(C)(C#N)C1=CC(=CC(=C1)CN2C=NC=N2)C(C)(C)C#N. Cell line: SN12C. Synergy scores: CSS=-9.54, Synergy_ZIP=3.56, Synergy_Bliss=-2.42, Synergy_Loewe=-7.43, Synergy_HSA=-8.54.